Dataset: Reaction yield outcomes from USPTO patents with 853,638 reactions. Task: Predict the reaction yield, written as a fraction of the theoretical maximum amount of product (1.0 means a 100% yield; for example, 0.34 means a 34% yield). (1) The reactants are CC([N:5]([C@@H:9]([CH2:22][C:23]1[CH:24]=[N:25][CH:26]=[CH:27][CH:28]=1)[CH2:10][N:11]1[C:19](=[O:20])[C:18]2[C:13](=[CH:14][CH:15]=[CH:16][CH:17]=2)[C:12]1=[O:21])C(=O)[O-])(C)C.Cl. The catalyst is C(Cl)Cl.O1CCOCC1. The product is [NH2:5][C@@H:9]([CH2:22][C:23]1[CH:24]=[N:25][CH:26]=[CH:27][CH:28]=1)[CH2:10][N:11]1[C:12](=[O:21])[C:13]2[C:18](=[CH:17][CH:16]=[CH:15][CH:14]=2)[C:19]1=[O:20]. The yield is 0.680. (2) The catalyst is CO.C(Cl)Cl. The product is [CH3:26][N:23]1[CH2:22][CH2:21][N:20]([C:18]([C:15]2[CH:14]=[CH:13][C:12]([C:5]3[CH:6]=[N:7][C:8]4[NH:9][CH2:10][CH2:11][CH:2]([O:1][C:28]5[CH:29]=[N:30][CH:31]=[CH:32][CH:33]=5)[C:3]=4[CH:4]=3)=[CH:17][CH:16]=2)=[O:19])[CH2:25][CH2:24]1. The yield is 0.200. The reactants are [OH:1][CH:2]1[CH2:11][CH2:10][NH:9][C:8]2[N:7]=[CH:6][C:5]([C:12]3[CH:17]=[CH:16][C:15]([C:18]([N:20]4[CH2:25][CH2:24][N:23]([CH3:26])[CH2:22][CH2:21]4)=[O:19])=[CH:14][CH:13]=3)=[CH:4][C:3]1=2.O[C:28]1[CH:29]=[N:30][CH:31]=[CH:32][CH:33]=1. (3) The reactants are [CH2:1]([O:8][C:9]1[C:13]([O:14][CH2:15][C:16]2[CH:21]=[CH:20][CH:19]=[CH:18][CH:17]=2)=[C:12]([C:22](=[O:26])[N:23]([CH3:25])[CH3:24])[N:11]([C:27]2[CH:32]=[CH:31][C:30]([O:33][CH3:34])=[CH:29][CH:28]=2)[C:10]=1[C:35]([O-:37])=[O:36])[C:2]1[CH:7]=[CH:6][CH:5]=[CH:4][CH:3]=1.C([NH+](CC)CC)C.C([O-])([O-])=O.[Cs+].[Cs+].Br[CH:52]([CH3:54])[CH3:53]. The catalyst is CN(C=O)C. The product is [CH2:1]([O:8][C:9]1[C:13]([O:14][CH2:15][C:16]2[CH:21]=[CH:20][CH:19]=[CH:18][CH:17]=2)=[C:12]([C:22](=[O:26])[N:23]([CH3:25])[CH3:24])[N:11]([C:27]2[CH:28]=[CH:29][C:30]([O:33][CH3:34])=[CH:31][CH:32]=2)[C:10]=1[C:35]([O:37][CH:52]([CH3:54])[CH3:53])=[O:36])[C:2]1[CH:3]=[CH:4][CH:5]=[CH:6][CH:7]=1. The yield is 0.330. (4) The reactants are [CH:1]([C:3]1[C:11]2[C:6](=[CH:7][C:8]([C@H:12]3[C@@:14]4([C:22]5[C:17](=[CH:18][CH:19]=[CH:20][CH:21]=5)[NH:16][C:15]4=[O:23])[CH2:13]3)=[CH:9][CH:10]=2)[NH:5][N:4]=1)=[CH2:2].Br[C:25]1[C:26]([CH3:31])=[N:27][CH:28]=[CH:29][CH:30]=1.CCN(C(C)C)C(C)C.CC1C=CC=CC=1P(C1C=CC=CC=1C)C1C=CC=CC=1C. The catalyst is CN(C=O)C.CC([O-])=O.CC([O-])=O.[Pd+2]. The product is [CH3:31][C:26]1[N:27]=[CH:28][C:29](/[CH:2]=[CH:1]/[C:3]2[C:11]3[C:6](=[CH:7][C:8]([C@H:12]4[C@@:14]5([C:22]6[C:17](=[CH:18][CH:19]=[CH:20][CH:21]=6)[NH:16][C:15]5=[O:23])[CH2:13]4)=[CH:9][CH:10]=3)[NH:5][N:4]=2)=[CH:30][CH:25]=1. The yield is 0.250. (5) The reactants are [F:1][C:2]1[C:3]([NH:21][CH2:22][CH:23]2[CH2:27][CH2:26][CH2:25][N:24]2[C:28](=[O:32])[CH2:29][C:30]#[N:31])=[N:4][C:5]([NH:8][C:9]2[CH:10]=[N:11][C:12]([N:15]3[CH2:20][CH2:19][O:18][CH2:17][CH2:16]3)=[CH:13][CH:14]=2)=[N:6][CH:7]=1.[CH:33]1([CH:36]=O)[CH2:35][CH2:34]1.C(O)(=O)C.N1CCCCC1. The catalyst is CCO. The product is [CH:33]1([CH:36]=[C:29]([C:28]([N:24]2[CH2:25][CH2:26][CH2:27][CH:23]2[CH2:22][NH:21][C:3]2[C:2]([F:1])=[CH:7][N:6]=[C:5]([NH:8][C:9]3[CH:10]=[N:11][C:12]([N:15]4[CH2:16][CH2:17][O:18][CH2:19][CH2:20]4)=[CH:13][CH:14]=3)[N:4]=2)=[O:32])[C:30]#[N:31])[CH2:35][CH2:34]1. The yield is 0.270. (6) The reactants are [CH3:1][O:2][C:3]1[CH:4]=[C:5]([C:11]2[O:12][C:13]3[C:18]([C:19](=[O:23])[C:20]=2[O:21][CH3:22])=[C:17]([O:24][CH3:25])[C:16](I)=[C:15]([O:27][CH3:28])[CH:14]=3)[CH:6]=[CH:7][C:8]=1[O:9][CH3:10].N1CCCCC1.[CH2:35]([O:47][CH2:48][C:49]1[CH:54]=[CH:53][CH:52]=[CH:51][CH:50]=1)[CH2:36][CH2:37][CH2:38][CH2:39][CH2:40][CH2:41][CH2:42][CH2:43][CH2:44][C:45]#[CH:46]. The catalyst is CN(C=O)C.Cl[Pd](Cl)([P](C1C=CC=CC=1)(C1C=CC=CC=1)C1C=CC=CC=1)[P](C1C=CC=CC=1)(C1C=CC=CC=1)C1C=CC=CC=1.[Cu]I. The product is [CH2:48]([O:47][CH2:35][CH2:36][CH2:37][CH2:38][CH2:39][CH2:40][CH2:41][CH2:42][CH2:43][CH2:44][C:45]#[C:46][C:16]1[C:17]([O:24][CH3:25])=[C:18]2[C:13](=[CH:14][C:15]=1[O:27][CH3:28])[O:12][C:11]([C:5]1[CH:6]=[CH:7][C:8]([O:9][CH3:10])=[C:3]([O:2][CH3:1])[CH:4]=1)=[C:20]([O:21][CH3:22])[C:19]2=[O:23])[C:49]1[CH:54]=[CH:53][CH:52]=[CH:51][CH:50]=1. The yield is 0.660.